From a dataset of Catalyst prediction with 721,799 reactions and 888 catalyst types from USPTO. Predict which catalyst facilitates the given reaction. (1) Reactant: [F:1][C:2]1[CH:12]=[CH:11][CH:10]=[CH:9][C:3]=1[CH:4]=[CH:5][C:6]([OH:8])=O.[O:13]1[C:18]2[CH:19]=[CH:20][C:21]([CH:23]([NH2:25])[CH3:24])=[CH:22][C:17]=2[NH:16][CH2:15][CH2:14]1.CCN=C=NCCCN(C)C.Cl.C(N(CC)CC)C. Product: [O:13]1[C:18]2[CH:19]=[CH:20][C:21]([CH:23]([NH:25][C:6](=[O:8])[CH:5]=[CH:4][C:3]3[CH:9]=[CH:10][CH:11]=[CH:12][C:2]=3[F:1])[CH3:24])=[CH:22][C:17]=2[NH:16][CH2:15][CH2:14]1. The catalyst class is: 79. (2) Reactant: [C:1]1([C:7](=[O:40])[CH2:8][C:9]2[C:17]3[C:12](=[N:13][CH:14]=[C:15]([C:18]4[CH:23]=[C:22]([O:24][CH3:25])[C:21]([O:26][CH3:27])=[C:20]([O:28][CH3:29])[CH:19]=4)[N:16]=3)[N:11](S(C3C=CC(C)=CC=3)(=O)=O)[CH:10]=2)[CH:6]=[CH:5][CH:4]=[CH:3][CH:2]=1.C1C[O:44]CC1.[OH-].[K+]. Product: [C:1]1([C:7](=[O:40])[C:8]([C:9]2[C:17]3[C:12](=[N:13][CH:14]=[C:15]([C:18]4[CH:19]=[C:20]([O:28][CH3:29])[C:21]([O:26][CH3:27])=[C:22]([O:24][CH3:25])[CH:23]=4)[N:16]=3)[NH:11][CH:10]=2)=[O:44])[CH:6]=[CH:5][CH:4]=[CH:3][CH:2]=1. The catalyst class is: 5. (3) Reactant: [CH3:1][O:2][C:3](=[O:18])[CH2:4][C@H:5]1[CH2:10][CH2:9][C@H:8]([C:11]2[CH:16]=[CH:15][C:14]([NH2:17])=[CH:13][CH:12]=2)[CH2:7][CH2:6]1.CCN=C=NCCCN(C)C.[C:30]1([N:36]2[CH:40]=[C:39]([C:41]([NH:43][CH2:44][CH2:45][C:46](O)=[O:47])=[O:42])[C:38]([C:49]([F:52])([F:51])[F:50])=[N:37]2)[CH:35]=[CH:34][CH:33]=[CH:32][CH:31]=1.C1C=CC2N(O)N=NC=2C=1.C(N(C(C)C)C(C)C)C. Product: [CH3:1][O:2][C:3](=[O:18])[CH2:4][C@H:5]1[CH2:6][CH2:7][C@H:8]([C:11]2[CH:12]=[CH:13][C:14]([NH:17][C:46](=[O:47])[CH2:45][CH2:44][NH:43][C:41]([C:39]3[C:38]([C:49]([F:52])([F:50])[F:51])=[N:37][N:36]([C:30]4[CH:35]=[CH:34][CH:33]=[CH:32][CH:31]=4)[CH:40]=3)=[O:42])=[CH:15][CH:16]=2)[CH2:9][CH2:10]1. The catalyst class is: 793. (4) Reactant: C(N(CC)CC)C.CCN=C=NCCCN(C)C.Cl.[S:20]1[CH:24]=[CH:23][N:22]2[CH:25]=[C:26]([C:28]3[CH:49]=[CH:48][CH:47]=[CH:46][C:29]=3[C:30]([NH:32][C:33]3[CH:42]=[CH:41][C:40]4[C:35](=[CH:36][CH:37]=[C:38]([C:43](O)=[O:44])[CH:39]=4)[N:34]=3)=[O:31])[N:27]=[C:21]12.Cl.[NH2:51][C@@H:52]([C:65]1[CH:70]=[CH:69][CH:68]=[CH:67][CH:66]=1)[C:53]([N:55]([CH2:57][C:58]1[CH:63]=[CH:62][C:61]([F:64])=[CH:60][CH:59]=1)[CH3:56])=[O:54]. Product: [F:64][C:61]1[CH:60]=[CH:59][C:58]([CH2:57][N:55]([CH3:56])[C:53](=[O:54])[C@@H:52]([NH:51][C:43]([C:38]2[CH:39]=[C:40]3[C:35](=[CH:36][CH:37]=2)[N:34]=[C:33]([NH:32][C:30](=[O:31])[C:29]2[CH:46]=[CH:47][CH:48]=[CH:49][C:28]=2[C:26]2[N:27]=[C:21]4[N:22]([CH:25]=2)[CH:23]=[CH:24][S:20]4)[CH:42]=[CH:41]3)=[O:44])[C:65]2[CH:70]=[CH:69][CH:68]=[CH:67][CH:66]=2)=[CH:63][CH:62]=1. The catalyst class is: 2. (5) Product: [F:1][C:2]1[C:13]([O:14][CH3:15])=[CH:12][CH:11]=[CH:10][C:3]=1[CH:4]=[O:5]. Reactant: [F:1][C:2]1[C:13]([O:14][CH3:15])=[CH:12][CH:11]=[CH:10][C:3]=1[C:4](N(OC)C)=[O:5].CC(C[AlH]CC(C)C)C.C1(C)C=CC=CC=1. The catalyst class is: 1.